From a dataset of Forward reaction prediction with 1.9M reactions from USPTO patents (1976-2016). Predict the product of the given reaction. (1) The product is: [F:32][C:31]([F:34])([F:33])[C:28]1[N:29]=[CH:15][C:13]([OH:14])=[CH:16][N:27]=1. Given the reactants B1(B2[O:14][C:13]([CH3:16])([CH3:15])[C:13]([CH3:16])([CH3:15])[O:14]2)O[C:15](C)(C)[C:13](C)([CH3:16])[O:14]1.C([O-])(=O)C.[K+].BrC1C=[N:27][C:28]([C:31]([F:34])([F:33])[F:32])=[N:29]C=1, predict the reaction product. (2) Given the reactants [Cl:1][C:2]1[CH:7]=[C:6]([F:8])[CH:5]=[CH:4][C:3]=1[C@H:9]1[C:14]([C:15]([O:17][C@H:18]([CH3:24])[C:19]([O:21][CH2:22][CH3:23])=[O:20])=[O:16])=[C:13]([CH3:25])[NH:12][C:11]([C:26]2[S:27][CH:28]=[CH:29][N:30]=2)=[N:10]1.C1C(=O)N([Br:38])C(=O)C1, predict the reaction product. The product is: [Cl:1][C:2]1[CH:7]=[C:6]([F:8])[CH:5]=[CH:4][C:3]=1[C@H:9]1[C:14]([C:15]([O:17][C@H:18]([CH3:24])[C:19]([O:21][CH2:22][CH3:23])=[O:20])=[O:16])=[C:13]([CH2:25][Br:38])[NH:12][C:11]([C:26]2[S:27][CH:28]=[CH:29][N:30]=2)=[N:10]1. (3) Given the reactants [CH2:1]([S:3]([N:6]1[C:14]2[CH:13]=[CH:12][C:11]([NH:15][C:16]([N:18]3[CH2:22][CH2:21][CH2:20][CH2:19]3)=[O:17])=[CH:10][C:9]=2[C:8]2[CH2:23][N:24](C(OC(C)(C)C)=O)[CH2:25][CH2:26][C:7]1=2)(=[O:5])=[O:4])[CH3:2].[C:34]([OH:40])([C:36]([F:39])([F:38])[F:37])=[O:35].[O:41]1[CH2:46][CH2:45][C:44](=O)[CH2:43][CH2:42]1.C(O[BH-](OC(=O)C)OC(=O)C)(=O)C.[Na+], predict the reaction product. The product is: [CH2:1]([S:3]([N:6]1[C:14]2[CH:13]=[CH:12][C:11]([NH:15][C:16]([N:18]3[CH2:19][CH2:20][CH2:21][CH2:22]3)=[O:17])=[CH:10][C:9]=2[C:8]2[CH2:23][N:24]([CH:44]3[CH2:45][CH2:46][O:41][CH2:42][CH2:43]3)[CH2:25][CH2:26][C:7]1=2)(=[O:4])=[O:5])[CH3:2].[C:34]([OH:40])([C:36]([F:39])([F:38])[F:37])=[O:35]. (4) Given the reactants N1C2OCC(N)C=2C=CN=1.CO[N:13]=[C:14]1[C:22]2[C:17](=[N:18][C:19]([CH3:26])=[CH:20][C:21]=2[O:23][CH2:24][CH3:25])[O:16][CH2:15]1, predict the reaction product. The product is: [CH2:24]([O:23][C:21]1[CH:20]=[C:19]([CH3:26])[N:18]=[C:17]2[O:16][CH2:15][CH:14]([NH2:13])[C:22]=12)[CH3:25].